From a dataset of Full USPTO retrosynthesis dataset with 1.9M reactions from patents (1976-2016). Predict the reactants needed to synthesize the given product. (1) Given the product [O:15]1[CH2:16][CH2:17][N:12]([C:8]2[N:9]=[C:10]3[C:5](=[CH:6][CH:7]=2)[N:4]=[CH:3][C:2]([C:25]2[CH:26]=[CH:27][C:21]4[O:20][C:19]([NH2:18])=[N:23][C:22]=4[CH:24]=2)=[CH:11]3)[CH2:13][CH2:14]1, predict the reactants needed to synthesize it. The reactants are: Br[C:2]1[CH:11]=[C:10]2[C:5]([CH:6]=[CH:7][C:8]([N:12]3[CH2:17][CH2:16][O:15][CH2:14][CH2:13]3)=[N:9]2)=[N:4][CH:3]=1.[NH2:18][C:19]1[O:20][C:21]2[CH:27]=[CH:26][C:25](B(O)O)=[CH:24][C:22]=2[N:23]=1.C([O-])([O-])=O.[Na+].[Na+]. (2) Given the product [C:1]([C:3]1[CH:4]=[C:5]([C:13]2[CH:18]=[CH:17][C:16]([O:19][CH2:20][CH2:21][N:22]([CH:30]3[CH2:31][CH2:32][C:33]([CH3:37])([CH3:36])[CH2:34][CH2:35]3)[C:23](=[O:29])[O:24][C:25]([CH3:28])([CH3:27])[CH3:26])=[CH:15][CH:14]=2)[CH:6]=[CH:7][CH:8]=1)#[N:2], predict the reactants needed to synthesize it. The reactants are: [C:1]([C:3]1[CH:4]=[C:5](B(O)O)[CH:6]=[CH:7][CH:8]=1)#[N:2].Br[C:13]1[CH:18]=[CH:17][C:16]([O:19][CH2:20][CH2:21][N:22]([CH:30]2[CH2:35][CH2:34][C:33]([CH3:37])([CH3:36])[CH2:32][CH2:31]2)[C:23](=[O:29])[O:24][C:25]([CH3:28])([CH3:27])[CH3:26])=[CH:15][CH:14]=1. (3) The reactants are: [C:1]12([N:11]3[CH2:15][CH2:14][CH2:13][C:12]3=[O:16])[CH2:10][CH:5]3[CH2:6][CH:7]([CH2:9][CH:3]([CH2:4]3)[CH2:2]1)[CH2:8]2.Br[CH2:18][C:19]1[C:20]([CH3:25])=[CH:21][CH:22]=[CH:23][CH:24]=1. Given the product [C:1]12([N:11]3[CH2:15][CH2:14][CH:13]([CH2:18][C:19]4[CH:24]=[CH:23][CH:22]=[CH:21][C:20]=4[CH3:25])[C:12]3=[O:16])[CH2:2][CH:3]3[CH2:4][CH:5]([CH2:6][CH:7]([CH2:9]3)[CH2:8]1)[CH2:10]2, predict the reactants needed to synthesize it. (4) The reactants are: C(N(CC)CC)C.[C:16](O[C:16]([O:18][C:19]([CH3:22])([CH3:21])[CH3:20])=[O:17])([O:18][C:19]([CH3:22])([CH3:21])[CH3:20])=[O:17].[C:23]([O:27][C:28]([N:30]1[CH2:35][CH2:34][C@@H:33]([CH2:36][CH2:37][C:38]([NH:40][C:41]2[C:50]3[C:45](=[CH:46][CH:47]=[C:48]([O:51][CH3:52])[CH:49]=3)[N:44]=[CH:43][CH:42]=2)=[O:39])[C@@H:32]([CH:53]=[CH2:54])[CH2:31]1)=[O:29])([CH3:26])([CH3:25])[CH3:24]. Given the product [C:23]([O:27][C:28]([N:30]1[CH2:35][CH2:34][C@@H:33]([CH2:36][CH2:37][C:38]([N:40]([C:16]([O:18][C:19]([CH3:20])([CH3:21])[CH3:22])=[O:17])[C:41]2[C:50]3[C:45](=[CH:46][CH:47]=[C:48]([O:51][CH3:52])[CH:49]=3)[N:44]=[CH:43][CH:42]=2)=[O:39])[C@@H:32]([CH:53]=[CH2:54])[CH2:31]1)=[O:29])([CH3:26])([CH3:25])[CH3:24], predict the reactants needed to synthesize it. (5) Given the product [NH2:42][C:4]1[C:3]2[C:7](=[C:8]([C:11]3[C:12]([C@@H:23]([NH:33][C:34](=[O:40])[O:35][C:36]([CH3:38])([CH3:39])[CH3:37])[CH2:24][C:25]4[CH:30]=[C:29]([F:31])[CH:28]=[C:27]([F:32])[CH:26]=4)=[N:13][C:14]([C:17]#[C:18][C:19]([OH:22])([CH3:20])[CH3:21])=[CH:15][CH:16]=3)[CH:9]=[CH:10][C:2]=2[CH3:47])[N:6]([CH3:41])[N:5]=1, predict the reactants needed to synthesize it. The reactants are: Cl[C:2]1[CH:10]=[CH:9][C:8]([C:11]2[C:12]([C@@H:23]([NH:33][C:34](=[O:40])[O:35][C:36]([CH3:39])([CH3:38])[CH3:37])[CH2:24][C:25]3[CH:30]=[C:29]([F:31])[CH:28]=[C:27]([F:32])[CH:26]=3)=[N:13][C:14]([C:17]#[C:18][C:19]([OH:22])([CH3:21])[CH3:20])=[CH:15][CH:16]=2)=[C:7]2[C:3]=1[C:4]([NH:42]S(C)(=O)=O)=[N:5][N:6]2[CH3:41].[CH3:47]N1C2C(=C(C)C=CC=2B2OC(C)(C)C(C)(C)O2)C(N)=N1. (6) Given the product [C:37]([OH:42])(=[O:41])[C:38]([OH:40])=[O:39].[CH:1]1([CH2:4][N:5]2[CH2:23][CH2:22][C@:12]34[C:13]5[C:14]6[O:21][C@H:11]3[C@H:10]([NH:24][C:25](=[O:33])/[CH:26]=[CH:27]/[C:28]3[CH:32]=[CH:31][O:30][CH:29]=3)[CH2:9][CH2:8][C@@:7]4([OH:34])[C@H:6]2[CH2:19][C:18]=5[CH:17]=[CH:16][C:15]=6[OH:20])[CH2:2][CH2:3]1, predict the reactants needed to synthesize it. The reactants are: [CH:1]1([CH2:4][N:5]2[CH2:23][CH2:22][C@:12]34[C:13]5[C:14]6[O:21][C@H:11]3[C@H:10]([NH:24][C:25](=[O:33])/[CH:26]=[CH:27]/[C:28]3[CH:32]=[CH:31][O:30][CH:29]=3)[CH2:9][CH2:8][C@@:7]4([OH:34])[C@H:6]2[CH2:19][C:18]=5[CH:17]=[CH:16][C:15]=6[OH:20])[CH2:3][CH2:2]1.O.O.[C:37]([OH:42])(=[O:41])[C:38]([OH:40])=[O:39]. (7) Given the product [Br:24][C:25]1[C:26]([N:31]2[CH2:36][CH2:35][N:34]([C:2]3[NH:3][C:4]4[C:10]([C:11]5[CH:16]=[C:15]([F:17])[C:14]([F:18])=[C:13]([F:19])[CH:12]=5)=[CH:9][C:8]([C:20]([F:23])([F:22])[F:21])=[CH:7][C:5]=4[N:6]=3)[CH2:33][C@H:32]2[CH3:37])=[N:27][CH:28]=[CH:29][CH:30]=1, predict the reactants needed to synthesize it. The reactants are: Cl[C:2]1[NH:6][C:5]2[CH:7]=[C:8]([C:20]([F:23])([F:22])[F:21])[CH:9]=[C:10]([C:11]3[CH:16]=[C:15]([F:17])[C:14]([F:18])=[C:13]([F:19])[CH:12]=3)[C:4]=2[N:3]=1.[Br:24][C:25]1[C:26]([N:31]2[CH2:36][CH2:35][NH:34][CH2:33][C@H:32]2[CH3:37])=[N:27][CH:28]=[CH:29][CH:30]=1. (8) Given the product [CH3:3][C:4]([CH3:27])([CH2:24][CH:25]=[CH2:26])[CH2:5][N:6]([CH3:23])[C:7]([NH:9][C@@H:10]([CH2:16][CH2:17][CH2:18][CH2:19][CH2:20][CH:21]=[CH2:22])[C:11]([OH:13])=[O:12])=[O:8], predict the reactants needed to synthesize it. The reactants are: [Li+].[OH-].[CH3:3][C:4]([CH3:27])([CH2:24][CH:25]=[CH2:26])[CH2:5][N:6]([CH3:23])[C:7]([NH:9][C@@H:10]([CH2:16][CH2:17][CH2:18][CH2:19][CH2:20][CH:21]=[CH2:22])[C:11]([O:13]CC)=[O:12])=[O:8]. (9) Given the product [CH3:30][O:27][C:26](=[O:28])[CH2:25][NH:24][C:2]1[CH:23]=[CH:22][C:5]2[C:6]3[N:10]([CH2:11][CH2:12][O:13][C:4]=2[CH:3]=1)[CH:9]=[C:8]([C:14]1[N:15]([CH:19]([CH3:21])[CH3:20])[N:16]=[CH:17][N:18]=1)[N:7]=3, predict the reactants needed to synthesize it. The reactants are: Br[C:2]1[CH:23]=[CH:22][C:5]2[C:6]3[N:10]([CH2:11][CH2:12][O:13][C:4]=2[CH:3]=1)[CH:9]=[C:8]([C:14]1[N:15]([CH:19]([CH3:21])[CH3:20])[N:16]=[CH:17][N:18]=1)[N:7]=3.[NH2:24][CH2:25][C:26]([OH:28])=[O:27].O[C@H:30]1CN[C@H](C(O)=O)C1.P([O-])([O-])([O-])=O.[K+].[K+].[K+].